From a dataset of Full USPTO retrosynthesis dataset with 1.9M reactions from patents (1976-2016). Predict the reactants needed to synthesize the given product. (1) Given the product [CH3:1][C:2]1([C:10]([O:12][CH2:13][CH3:14])=[O:11])[CH2:5][C:4](=[O:6])[CH2:3]1, predict the reactants needed to synthesize it. The reactants are: [CH3:1][C:2]1([C:10]([O:12][CH2:13][CH3:14])=[O:11])[CH2:5][C:4]2(OCC[O:6]2)[CH2:3]1.Cl.C(Cl)(=O)C(Cl)=O. (2) Given the product [NH2:17][CH:12]([CH2:5][C:6]1[CH:7]=[CH:8][CH:9]=[CH:10][CH:11]=1)[CH3:13].[CH3:1][O:2][C:3]([CH:5]([CH:12]1[NH:17][CH2:16][CH2:15][CH2:14][CH2:13]1)[C:6]1[CH:11]=[CH:10][CH:9]=[CH:8][CH:7]=1)=[O:4], predict the reactants needed to synthesize it. The reactants are: [CH3:1][O:2][C:3]([CH:5]([CH:12]1[NH:17][CH2:16][CH2:15][CH2:14][CH2:13]1)[C:6]1[CH:7]=[CH:8][CH:9]=[CH:10][CH:11]=1)=[O:4].CN1[C@H]2[C@@H](C(OC)=O)[C@@H](OC(C3C=CC=CC=3)=O)C[C@@H]1CC2. (3) Given the product [CH3:21][N:18]1[C:6]2=[CH:7][CH:8]=[C:9]3[C:4]([N:3]=[C:2]([C:26]4[CH:27]=[CH:28][C:23]([NH2:22])=[CH:24][CH:25]=4)[N:11]=[C:10]3[N:12]3[CH2:17][CH2:16][O:15][CH2:14][CH2:13]3)=[C:5]2[CH:20]=[CH:19]1, predict the reactants needed to synthesize it. The reactants are: Cl[C:2]1[N:11]=[C:10]([N:12]2[CH2:17][CH2:16][O:15][CH2:14][CH2:13]2)[C:9]2[C:4](=[C:5]3[CH:20]=[CH:19][N:18]([CH3:21])[C:6]3=[CH:7][CH:8]=2)[N:3]=1.[NH2:22][C:23]1[CH:28]=[CH:27][C:26](B(O)O)=[CH:25][CH:24]=1.C([O-])([O-])=O.[Na+].[Na+]. (4) Given the product [C:14]([O:18][C:19](=[O:20])[NH:21][C@H:22]([CH2:27][C:28]1[CH:33]=[CH:32][CH:31]=[CH:30][CH:29]=1)[CH2:23][C:24](=[O:25])[NH:42][OH:43])([CH3:17])([CH3:16])[CH3:15], predict the reactants needed to synthesize it. The reactants are: CCN(C(C)C)C(C)C.C(Cl)CCl.[C:14]([O:18][C:19]([NH:21][C@H:22]([CH2:27][C:28]1[CH:33]=[CH:32][CH:31]=[CH:30][CH:29]=1)[CH2:23][C:24](O)=[O:25])=[O:20])([CH3:17])([CH3:16])[CH3:15].C1C=CC2[N:42]([OH:43])N=NC=2C=1.Cl.NO. (5) Given the product [F:1][C:2]1[C:7]([F:8])=[CH:6][CH:5]=[CH:4][C:3]=1[C:9]1[N:17]=[C:12]2[CH:13]=[N:14][N:15]([CH2:19][C:20]3[O:24][N:23]=[C:22]([C:25]4[CH:26]=[CH:27][C:28]([CH2:29][O:30][C:31]5[CH:32]=[N:33][CH:34]=[CH:35][CH:36]=5)=[CH:37][CH:38]=4)[CH:21]=3)[CH:16]=[C:11]2[N:10]=1, predict the reactants needed to synthesize it. The reactants are: [F:1][C:2]1[C:7]([F:8])=[CH:6][CH:5]=[CH:4][C:3]=1[C:9]1[N:17]=[C:12]2[CH:13]=[N:14][NH:15][CH:16]=[C:11]2[N:10]=1.Cl[CH2:19][C:20]1[O:24][N:23]=[C:22]([C:25]2[CH:38]=[CH:37][C:28]([CH2:29][O:30][C:31]3[CH:32]=[N:33][CH:34]=[CH:35][CH:36]=3)=[CH:27][CH:26]=2)[CH:21]=1.